From a dataset of Catalyst prediction with 721,799 reactions and 888 catalyst types from USPTO. Predict which catalyst facilitates the given reaction. (1) Reactant: C([O-])(=O)C.[Na+].Cl.[C:7]([NH:11][NH2:12])([CH3:10])([CH3:9])[CH3:8].[F:13][C:14]1[C:19]([F:20])=[C:18]([F:21])[CH:17]=[CH:16][C:15]=1[CH2:22][C:23](C1C=CC=CC=1)=O. Product: [C:7]([NH:11][N:12]=[C:22]([C:15]1[CH:16]=[CH:17][C:18]([F:21])=[C:19]([F:20])[C:14]=1[F:13])[CH3:23])([CH3:10])([CH3:9])[CH3:8]. The catalyst class is: 8. (2) Reactant: [CH2:1]([O:3][C:4]1[N:16]2[C:7]([C:8]3[CH:9]=[C:10]([C:35]4[CH:40]=[CH:39][CH:38]=[CH:37][CH:36]=4)[C:11]([C:17]4[CH:22]=[CH:21][C:20]([C:23]5([NH:27]C(=O)OC(C)(C)C)[CH2:26][CH2:25][CH2:24]5)=[CH:19][CH:18]=4)=[N:12][C:13]=3[CH:14]=[CH:15]2)=[N:6][N:5]=1)[CH3:2].Cl.CCOC(C)=O. Product: [CH2:1]([O:3][C:4]1[N:16]2[C:7]([C:8]3[CH:9]=[C:10]([C:35]4[CH:36]=[CH:37][CH:38]=[CH:39][CH:40]=4)[C:11]([C:17]4[CH:18]=[CH:19][C:20]([C:23]5([NH2:27])[CH2:24][CH2:25][CH2:26]5)=[CH:21][CH:22]=4)=[N:12][C:13]=3[CH:14]=[CH:15]2)=[N:6][N:5]=1)[CH3:2]. The catalyst class is: 100. (3) The catalyst class is: 5. Reactant: [CH:1]1([NH:4][C:5](=[O:35])[C:6]2[CH:11]=[CH:10][C:9]([CH3:12])=[C:8]([N:13]3[CH:18]=[CH:17][N:16]=[C:15]([NH:19][C:20]([CH3:33])([C:22]4[CH:27]=[CH:26][CH:25]=[CH:24][C:23]=4[O:28][CH2:29][CH2:30][NH:31][CH3:32])[CH3:21])[C:14]3=[O:34])[CH:7]=2)[CH2:3][CH2:2]1.[C:36]1([CH3:46])[CH:41]=[CH:40][C:39]([S:42]([OH:45])(=[O:44])=[O:43])=[CH:38][CH:37]=1. Product: [S:42]([C:39]1[CH:40]=[CH:41][C:36]([CH3:46])=[CH:37][CH:38]=1)([OH:45])(=[O:44])=[O:43].[CH:1]1([NH:4][C:5](=[O:35])[C:6]2[CH:11]=[CH:10][C:9]([CH3:12])=[C:8]([N:13]3[CH:18]=[CH:17][N:16]=[C:15]([NH:19][C:20]([CH3:33])([C:22]4[CH:27]=[CH:26][CH:25]=[CH:24][C:23]=4[O:28][CH2:29][CH2:30][NH:31][CH3:32])[CH3:21])[C:14]3=[O:34])[CH:7]=2)[CH2:3][CH2:2]1. (4) Reactant: [Cl:1][C:2]1[C:7]([N:8]2[CH2:13][CH2:12][CH:11]([C:14]3[C:19]([C:20]([F:23])([F:22])[F:21])=[CH:18][CH:17]=[CH:16][N:15]=3)[CH2:10][CH2:9]2)=[CH:6][N:5]=[N:4][C:3]=1[NH:24][NH2:25].C1COCC1.C(=O)(O)[O-].[Na+].[CH:36]1([CH2:39][C:40](Cl)=[O:41])[CH2:38][CH2:37]1. Product: [Cl:1][C:2]1[C:7]([N:8]2[CH2:13][CH2:12][CH:11]([C:14]3[C:19]([C:20]([F:22])([F:23])[F:21])=[CH:18][CH:17]=[CH:16][N:15]=3)[CH2:10][CH2:9]2)=[CH:6][N:5]=[N:4][C:3]=1[NH:24][NH:25][C:40](=[O:41])[CH2:39][CH:36]1[CH2:38][CH2:37]1. The catalyst class is: 84. (5) Reactant: Cl.[C:2]([O:5][C@H:6]1[O:28][C@@H:27]([CH2:29][O:30][C:31](=[O:38])[C:32]2[CH:37]=[CH:36][CH:35]=[CH:34][CH:33]=2)[C@H:17]([O:18][C:19](=[O:26])[C:20]2[CH:25]=[CH:24][CH:23]=[CH:22][CH:21]=2)[C@@H:7]1[O:8]C(=O)C1C=CC=CC=1)(=[O:4])C.[C:39](Cl)(=O)[CH3:40]. Product: [C:2]([O:5][C@@H:6]1[O:28][C@@H:27]([CH2:29][O:30][C:31](=[O:38])[C:32]2[CH:33]=[CH:34][CH:35]=[CH:36][CH:37]=2)[C@H:17]([O:18][C:19](=[O:26])[C:20]2[CH:25]=[CH:24][CH:23]=[CH:22][CH:21]=2)[C@@H:7]1[OH:8])(=[O:4])[C:40]1[CH:39]=[CH:27][CH:17]=[CH:7][CH:6]=1. The catalyst class is: 96. (6) Reactant: CC(C)([O-])C.[K+].[N:7]1([CH2:12][C:13]([C:15]2[S:16][CH:17]=[CH:18][N:19]=2)=O)[CH:11]=[CH:10][N:9]=[CH:8]1.[Br-].[CH3:21][O:22][C:23]([C:25]1[CH:26]=[C:27]([CH:48]=[C:49]([C:51]2[CH:56]=[CH:55][CH:54]=[CH:53][CH:52]=2)[CH:50]=1)[CH2:28][P+](C1C=CC=CC=1)(C1C=CC=CC=1)C1C=CC=CC=1)=[O:24].C1OCCOCCOCCOCCOCCOC1.[Cl-].[NH4+]. Product: [S:16]1[CH:17]=[CH:18][N:19]=[C:15]1[C:13]([CH2:12][N:7]1[CH:11]=[CH:10][N:9]=[CH:8]1)=[CH:28][C:27]1[CH:26]=[C:25]([CH:50]=[C:49]([C:51]2[CH:56]=[CH:55][CH:54]=[CH:53][CH:52]=2)[CH:48]=1)[C:23]([O:22][CH3:21])=[O:24]. The catalyst class is: 4. (7) Reactant: [Cl:1][C:2]1[C:3]([O:30][C@H:31]2[CH2:36][C:35]([F:38])([F:37])[CH2:34][CH2:33][C@@H:32]2[C:39]2[N:43](COCCOC)[N:42]=[CH:41][CH:40]=2)=[CH:4][C:5]([F:29])=[C:6]([S:8]([N:11](CC2C=CC(OC)=CC=2OC)[C:12]2[CH:17]=[CH:16][N:15]=[CH:14][N:13]=2)(=[O:10])=[O:9])[CH:7]=1.C([SiH](CC)CC)C.FC(F)(F)C(O)=O.Cl. Product: [Cl:1][C:2]1[C:3]([O:30][C@H:31]2[CH2:36][C:35]([F:38])([F:37])[CH2:34][CH2:33][C@@H:32]2[C:39]2[NH:43][N:42]=[CH:41][CH:40]=2)=[CH:4][C:5]([F:29])=[C:6]([S:8]([NH:11][C:12]2[CH:17]=[CH:16][N:15]=[CH:14][N:13]=2)(=[O:9])=[O:10])[CH:7]=1. The catalyst class is: 138. (8) The catalyst class is: 10. Reactant: [Cl:1][C:2]1[C:10]2[C:9]3[CH:11]=[CH:12][CH:13]=[CH:14][C:8]=3[S:7][C:6]=2[C:5](OS(C(F)(F)F)(=O)=O)=[CH:4][CH:3]=1.[N:23]1([C:29]2[O:30][C:31]3[C:36]([C:37](=[O:39])[CH:38]=2)=[CH:35][CH:34]=[CH:33][C:32]=3B2OC(C)(C)C(C)(C)O2)[CH2:28][CH2:27][O:26][CH2:25][CH2:24]1.C(=O)([O-])[O-].[K+].[K+]. Product: [Cl:1][C:2]1[C:10]2[C:9]3[CH:11]=[CH:12][CH:13]=[CH:14][C:8]=3[S:7][C:6]=2[C:5]([C:32]2[CH:33]=[CH:34][CH:35]=[C:36]3[C:31]=2[O:30][C:29]([N:23]2[CH2:24][CH2:25][O:26][CH2:27][CH2:28]2)=[CH:38][C:37]3=[O:39])=[CH:4][CH:3]=1.